The task is: Predict the reactants needed to synthesize the given product.. This data is from Full USPTO retrosynthesis dataset with 1.9M reactions from patents (1976-2016). (1) The reactants are: [CH3:1][C:2]1([CH3:24])[CH2:7][CH2:6][CH:5]([C:8](=[O:23])[CH2:9][CH:10]2[C:18]3[C:13](=[CH:14][CH:15]=[CH:16][C:17]=3[F:19])[C:12]3=[CH:20][N:21]=[CH:22][N:11]23)[CH2:4][CH2:3]1.[BH4-].[Na+]. Given the product [CH3:1][C:2]1([CH3:24])[CH2:7][CH2:6][CH:5]([CH:8]([OH:23])[CH2:9][CH:10]2[C:18]3[C:13](=[CH:14][CH:15]=[CH:16][C:17]=3[F:19])[C:12]3=[CH:20][N:21]=[CH:22][N:11]23)[CH2:4][CH2:3]1, predict the reactants needed to synthesize it. (2) Given the product [C:5]1([CH:11]([Si:2]([Cl:4])([Cl:1])[Cl:3])[CH:11]([C:5]2[CH:10]=[CH:9][CH:8]=[CH:7][CH:6]=2)[Si:2]([Cl:4])([Cl:3])[Cl:1])[CH:10]=[CH:9][CH:8]=[CH:7][CH:6]=1, predict the reactants needed to synthesize it. The reactants are: [Cl:1][SiH:2]([Cl:4])[Cl:3].[C:5]1([CH3:11])[CH:10]=[CH:9][CH:8]=[CH:7][CH:6]=1.